Predict the product of the given reaction. From a dataset of Forward reaction prediction with 1.9M reactions from USPTO patents (1976-2016). (1) Given the reactants CC1C=CC(S(O[CH2:12][CH:13]2[CH2:22][CH2:21][C:20]3[C:15](=[CH:16][C:17]([S:23]([CH3:26])(=[O:25])=[O:24])=[CH:18][CH:19]=3)[O:14]2)(=O)=O)=CC=1.[CH3:27][NH:28][CH2:29][CH2:30][CH3:31], predict the reaction product. The product is: [CH3:27][N:28]([CH2:12][CH:13]1[CH2:22][CH2:21][C:20]2[C:15](=[CH:16][C:17]([S:23]([CH3:26])(=[O:24])=[O:25])=[CH:18][CH:19]=2)[O:14]1)[CH2:29][CH2:30][CH3:31]. (2) Given the reactants [N:1]([C:4]1[CH:5]=[CH:6][C:7]([CH3:20])=[C:8]([C:10]([C:12]2[CH:17]=[CH:16][C:15]([Br:18])=[CH:14][C:13]=2[CH3:19])=[O:11])[CH:9]=1)=[N+:2]=[N-:3].[CH2:21]([OH:25])[CH2:22][C:23]#[CH:24].O=C1O[C@H]([C@H](CO)O)C([O-])=C1O.[Na+].CCOC(C)=O.O, predict the reaction product. The product is: [Br:18][C:15]1[CH:16]=[CH:17][C:12]([C:10]([C:8]2[CH:9]=[C:4]([N:1]3[CH:24]=[C:23]([CH2:22][CH2:21][OH:25])[N:3]=[N:2]3)[CH:5]=[CH:6][C:7]=2[CH3:20])=[O:11])=[C:13]([CH3:19])[CH:14]=1. (3) Given the reactants [CH2:1]([N:8]([CH2:21][C:22]1[CH:27]=[CH:26][C:25]([O:28][C:29]2[CH:34]=[CH:33][CH:32]=[C:31]([O:35][CH2:36][CH2:37][CH2:38]Br)[CH:30]=2)=[CH:24][CH:23]=1)[C:9]1[C:10]([CH3:20])=[C:11]([NH:15][S:16]([CH3:19])(=[O:18])=[O:17])[CH:12]=[CH:13][CH:14]=1)[C:2]1[CH:7]=[CH:6][CH:5]=[CH:4][CH:3]=1.[NH:40]1[CH2:45][CH2:44][O:43][CH2:42][CH2:41]1, predict the reaction product. The product is: [CH2:1]([N:8]([CH2:21][C:22]1[CH:27]=[CH:26][C:25]([O:28][C:29]2[CH:34]=[CH:33][CH:32]=[C:31]([O:35][CH2:36][CH2:37][CH2:38][N:40]3[CH2:45][CH2:44][O:43][CH2:42][CH2:41]3)[CH:30]=2)=[CH:24][CH:23]=1)[C:9]1[C:10]([CH3:20])=[C:11]([NH:15][S:16]([CH3:19])(=[O:18])=[O:17])[CH:12]=[CH:13][CH:14]=1)[C:2]1[CH:7]=[CH:6][CH:5]=[CH:4][CH:3]=1. (4) Given the reactants [CH3:1][C:2]1[C:7]([N+:8]([O-])=O)=[CH:6][CH:5]=[C:4]([CH3:11])[C:3]=1[NH:12][C:13](=[O:15])[CH3:14], predict the reaction product. The product is: [NH2:8][C:7]1[C:2]([CH3:1])=[C:3]([NH:12][C:13](=[O:15])[CH3:14])[C:4]([CH3:11])=[CH:5][CH:6]=1. (5) Given the reactants [BH4-].[Na+].O.[CH2:4]([O:6][CH:7]([O:19][CH2:20][CH3:21])[CH2:8]/[N:9]=[CH:10]/[C:11]1[CH:16]=[CH:15][CH:14]=[C:13]([O:17][CH3:18])[CH:12]=1)[CH3:5], predict the reaction product. The product is: [CH2:20]([O:19][CH:7]([O:6][CH2:4][CH3:5])[CH2:8][NH:9][CH2:10][C:11]1[CH:16]=[CH:15][CH:14]=[C:13]([O:17][CH3:18])[CH:12]=1)[CH3:21].